Dataset: Reaction yield outcomes from USPTO patents with 853,638 reactions. Task: Predict the reaction yield, written as a fraction of the theoretical maximum amount of product (1.0 means a 100% yield; for example, 0.34 means a 34% yield). (1) The yield is 0.560. The product is [Cl:1][C:2]1[CH:7]=[C:6]([Cl:8])[CH:5]=[CH:4][C:3]=1[C:9](=[O:11])[CH2:10][C:12]([O:13][CH2:14][CH3:15])=[O:16]. The reactants are [Cl:1][C:2]1[CH:7]=[C:6]([Cl:8])[CH:5]=[CH:4][C:3]=1[C:9](=[O:11])[CH3:10].[C:12](=O)([O:16]CC)[O:13][CH2:14][CH3:15].[H-].[Na+].C(O)(=O)C. The catalyst is O. (2) The reactants are [NH2:1][C@@H:2]([CH2:33][C:34]1[CH:39]=[CH:38][CH:37]=[CH:36][CH:35]=1)[C@@H:3]([OH:32])[CH2:4][C@@H:5]([NH:19][C:20]([C@@H:22]([NH:27][C:28](=[O:31])[O:29][CH3:30])[C:23]([CH3:26])([CH3:25])[CH3:24])=[O:21])[CH2:6][C:7]1[CH:12]=[CH:11][C:10]([C:13]2[CH:18]=[CH:17][CH:16]=[CH:15][N:14]=2)=[CH:9][CH:8]=1.[CH3:40][C:41]([CH3:58])([CH3:57])[C@H:42]([NH:46][C:47](=[O:56])[CH2:48][O:49][C:50]1[CH:55]=[CH:54][CH:53]=[CH:52][CH:51]=1)[C:43](O)=[O:44].CCOP(ON1N=NC2C=CC=CC=2C1=O)(OCC)=O.C(N(CC)C(C)C)(C)C. The catalyst is C1COCC1. The product is [CH3:40][C:41]([CH3:58])([CH3:57])[C@H:42]([NH:46][C:47](=[O:56])[CH2:48][O:49][C:50]1[CH:55]=[CH:54][CH:53]=[CH:52][CH:51]=1)[C:43]([NH:1][C@@H:2]([CH2:33][C:34]1[CH:35]=[CH:36][CH:37]=[CH:38][CH:39]=1)[C@@H:3]([OH:32])[CH2:4][C@@H:5]([NH:19][C:20]([C@@H:22]([NH:27][C:28](=[O:31])[O:29][CH3:30])[C:23]([CH3:26])([CH3:25])[CH3:24])=[O:21])[CH2:6][C:7]1[CH:12]=[CH:11][C:10]([C:13]2[CH:18]=[CH:17][CH:16]=[CH:15][N:14]=2)=[CH:9][CH:8]=1)=[O:44]. The yield is 0.380. (3) The yield is 0.260. The reactants are [O:1]1[C:5]([C:6]2[S:7][CH:8]=[C:9]([C:11](OCC)=[O:12])[N:10]=2)=[CH:4][N:3]=[CH:2]1.[BH4-].[Li+]. The product is [O:1]1[C:5]([C:6]2[S:7][CH:8]=[C:9]([CH2:11][OH:12])[N:10]=2)=[CH:4][N:3]=[CH:2]1. No catalyst specified. (4) The product is [ClH:22].[N:1]1[C:10]2[CH2:9][NH:8][CH2:7][CH2:6][C:5]=2[CH:4]=[C:3]([C:18]([O:20][CH3:21])=[O:19])[CH:2]=1. The yield is 1.00. The reactants are [N:1]1[C:10]2[CH2:9][N:8](C(OC(C)(C)C)=O)[CH2:7][CH2:6][C:5]=2[CH:4]=[C:3]([C:18]([O:20][CH3:21])=[O:19])[CH:2]=1.[ClH:22]. No catalyst specified.